This data is from Catalyst prediction with 721,799 reactions and 888 catalyst types from USPTO. The task is: Predict which catalyst facilitates the given reaction. (1) Reactant: [O:1]=[C:2]1[C:8]2=[N:9][C:10]3[CH:15]=[CH:14][C:13]([C:16]([OH:18])=O)=[CH:12][C:11]=3[N:7]2[CH2:6][CH2:5][CH2:4][NH:3]1.CN(C(ON1N=NC2C=CC=CC1=2)=[N+](C)C)C.[B-](F)(F)(F)F.[CH2:41]([N:43]1[C:47]2[CH:48]=[CH:49][CH:50]=[CH:51][C:46]=2[N:45]=[C:44]1[NH2:52])[CH3:42].C(N(CC)CC)C. Product: [CH2:41]([N:43]1[C:47]2[CH:48]=[CH:49][CH:50]=[CH:51][C:46]=2[N:45]=[C:44]1[NH:52][C:16]([C:13]1[CH:14]=[CH:15][C:10]2[N:9]=[C:8]3[C:2](=[O:1])[NH:3][CH2:4][CH2:5][CH2:6][N:7]3[C:11]=2[CH:12]=1)=[O:18])[CH3:42]. The catalyst class is: 18. (2) Reactant: [CH3:1][C:2]1[O:3][C:4]([C:10]([F:13])([F:12])[F:11])=[C:5]([C:7]([OH:9])=O)[N:6]=1.O1CCCC1.S(Cl)(Cl)=O.[NH2:23][C:24]1[CH:25]=[C:26]([CH:43]=[CH:44][C:45]=1[Cl:46])[O:27][C:28]1[CH:29]=[CH:30][C:31]2[N:32]([N:34]=[C:35]([NH:37][C:38]([CH:40]3[CH2:42][CH2:41]3)=[O:39])[N:36]=2)[CH:33]=1. Product: [Cl:46][C:45]1[CH:44]=[CH:43][C:26]([O:27][C:28]2[CH:29]=[CH:30][C:31]3[N:32]([N:34]=[C:35]([NH:37][C:38]([CH:40]4[CH2:42][CH2:41]4)=[O:39])[N:36]=3)[CH:33]=2)=[CH:25][C:24]=1[NH:23][C:7]([C:5]1[N:6]=[C:2]([CH3:1])[O:3][C:4]=1[C:10]([F:13])([F:12])[F:11])=[O:9]. The catalyst class is: 402. (3) Reactant: [CH3:1][O:2][C:3](=[O:23])[C@H:4]([CH:20]([CH3:22])[CH3:21])[NH:5][C:6](=[O:19])[C@H:7]([CH:16]([CH3:18])[CH3:17])[NH:8]C(OC(C)(C)C)=O.[C:24]([OH:30])([C:26]([F:29])([F:28])[F:27])=[O:25].C(Cl)(Cl)Cl. Product: [F:27][C:26]([F:29])([F:28])[C:24]([OH:30])=[O:25].[CH3:1][O:2][C:3](=[O:23])[C@H:4]([CH:20]([CH3:22])[CH3:21])[NH:5][C:6](=[O:19])[C@H:7]([CH:16]([CH3:17])[CH3:18])[NH2:8]. The catalyst class is: 2. (4) Reactant: [I:1][C:2]1[CH:19]=[CH:18][C:5]([C:6]([NH:8][NH:9][C:10](=[O:17])[CH2:11][C:12]([O:14][CH2:15][CH3:16])=[O:13])=O)=[CH:4][CH:3]=1. Product: [I:1][C:2]1[CH:19]=[CH:18][C:5]([C:6]2[O:17][C:10]([CH2:11][C:12]([O:14][CH2:15][CH3:16])=[O:13])=[N:9][N:8]=2)=[CH:4][CH:3]=1. The catalyst class is: 265. (5) The catalyst class is: 2. Reactant: [CH3:1][C:2]1[N:3]([CH2:35][C:36]([OH:38])=[O:37])[C:4]([C:29]2[CH:34]=[CH:33][CH:32]=[CH:31][CH:30]=2)=[C:5]([CH:23](O)[C:24]([F:27])([F:26])[F:25])[C:6]=1[CH2:7][C:8]1[CH:13]=[CH:12][CH:11]=[CH:10][C:9]=1[S:14]([N:17]1[CH2:22][CH2:21][O:20][CH2:19][CH2:18]1)(=[O:16])=[O:15].FC(F)(F)C(O)=O.C([SiH](CC)CC)C. Product: [CH3:1][C:2]1[N:3]([CH2:35][C:36]([OH:38])=[O:37])[C:4]([C:29]2[CH:34]=[CH:33][CH:32]=[CH:31][CH:30]=2)=[C:5]([CH2:23][C:24]([F:26])([F:27])[F:25])[C:6]=1[CH2:7][C:8]1[CH:13]=[CH:12][CH:11]=[CH:10][C:9]=1[S:14]([N:17]1[CH2:18][CH2:19][O:20][CH2:21][CH2:22]1)(=[O:15])=[O:16].